Predict which catalyst facilitates the given reaction. From a dataset of Catalyst prediction with 721,799 reactions and 888 catalyst types from USPTO. (1) Reactant: [C:1]([NH2:9])(=[O:8])[C:2]1[CH:7]=[CH:6][CH:5]=[N:4][CH:3]=1.[CH3:10][O:11][C:12]1[CH:19]=[CH:18][C:15]([CH2:16][Cl:17])=[CH:14][CH:13]=1. Product: [Cl-:17].[CH3:10][O:11][C:12]1[CH:19]=[CH:18][C:15]([CH2:16][N+:4]2[CH:5]=[CH:6][CH:7]=[C:2]([C:1](=[O:8])[NH2:9])[CH:3]=2)=[CH:14][CH:13]=1. The catalyst class is: 6. (2) Reactant: [OH-].C([N+](C)(C)C)C1C=CC=CC=1.[Cl:13][C:14]1[CH:15]=[C:16]([OH:21])[CH:17]=[CH:18][C:19]=1[Cl:20].[C:22]([C:28]([O:30]C)=[O:29])#[C:23][C:24]([O:26]C)=[O:25].[OH-].[Na+].Cl. Product: [Cl:13][C:14]1[CH:15]=[C:16]([CH:17]=[CH:18][C:19]=1[Cl:20])[O:21][C:23](=[CH:22][C:28]([OH:30])=[O:29])[C:24]([OH:26])=[O:25]. The catalyst class is: 12. (3) Reactant: Cl.[NH2:2][C:3]1([CH2:6][C:7]([OH:9])=[O:8])[CH2:5][CH2:4]1.[CH3:10][C:11]([O:14][C:15](O[C:15]([O:14][C:11]([CH3:13])([CH3:12])[CH3:10])=[O:16])=[O:16])([CH3:13])[CH3:12]. Product: [C:11]([O:14][C:15]([NH:2][C:3]1([CH2:6][C:7]([OH:9])=[O:8])[CH2:5][CH2:4]1)=[O:16])([CH3:13])([CH3:12])[CH3:10]. The catalyst class is: 135. (4) Reactant: [CH3:1][O:2][C:3]1[CH:12]=[C:11]2[C:6]([CH:7]=[C:8]([C:17]([O:19]CC)=[O:18])[CH:9]([C:13]([F:16])([F:15])[F:14])[O:10]2)=[CH:5][C:4]=1[CH:22]=[CH2:23].[OH-].[Li+].C(O)C.Cl. Product: [CH3:1][O:2][C:3]1[CH:12]=[C:11]2[C:6]([CH:7]=[C:8]([C:17]([OH:19])=[O:18])[CH:9]([C:13]([F:15])([F:16])[F:14])[O:10]2)=[CH:5][C:4]=1[CH:22]=[CH2:23]. The catalyst class is: 20. (5) Reactant: [Cl:1][C:2]1[CH:3]=[C:4]([CH2:8][CH2:9][OH:10])[CH:5]=[CH:6][CH:7]=1.[CH3:11][S:12](Cl)(=[O:14])=[O:13].CCN(CC)CC. Product: [Cl:1][C:2]1[CH:3]=[C:4]([CH2:8][CH2:9][O:10][S:12]([CH3:11])(=[O:14])=[O:13])[CH:5]=[CH:6][CH:7]=1. The catalyst class is: 34.